This data is from Forward reaction prediction with 1.9M reactions from USPTO patents (1976-2016). The task is: Predict the product of the given reaction. Given the reactants [ClH:1].Cl.[NH2:3][C:4]1[CH:5]=[CH:6][C:7]([N:11]2[CH2:16][CH2:15][CH2:14][C@@H:13]([C:17]([N:19]3[CH2:23][CH2:22][CH2:21][CH2:20]3)=[O:18])[CH2:12]2)=[N:8][C:9]=1[NH2:10].N1CC[C@H]([OH:29])C1.Cl, predict the reaction product. The product is: [ClH:1].[ClH:1].[NH2:3][C:4]1[CH:5]=[CH:6][C:7]([N:11]2[CH2:16][CH2:15][CH2:14][C@@H:13]([C:17]([N:19]3[CH2:23][CH2:22][C@H:21]([OH:29])[CH2:20]3)=[O:18])[CH2:12]2)=[N:8][C:9]=1[NH2:10].